From a dataset of Forward reaction prediction with 1.9M reactions from USPTO patents (1976-2016). Predict the product of the given reaction. (1) Given the reactants [F:1][C:2]([F:27])([F:26])[C:3]1[CH:4]=[C:5]([C:13]2[N:17]=[CH:16][N:15](/[CH:18]=[CH:19]\[C:20]([O:22]C(C)C)=[O:21])[N:14]=2)[CH:6]=[C:7]([C:9]([F:12])([F:11])[F:10])[CH:8]=1.[Li+].[OH-], predict the reaction product. The product is: [F:27][C:2]([F:1])([F:26])[C:3]1[CH:4]=[C:5]([C:13]2[N:17]=[CH:16][N:15](/[CH:18]=[CH:19]\[C:20]([OH:22])=[O:21])[N:14]=2)[CH:6]=[C:7]([C:9]([F:10])([F:11])[F:12])[CH:8]=1. (2) Given the reactants [Cl:1][C:2]1[CH:7]=[C:6]([NH:8][CH:9]2[CH2:13][CH2:12][O:11][CH2:10]2)[C:5]([N+:14]([O-])=O)=[CH:4][N:3]=1, predict the reaction product. The product is: [Cl:1][C:2]1[N:3]=[CH:4][C:5]([NH2:14])=[C:6]([NH:8][CH:9]2[CH2:13][CH2:12][O:11][CH2:10]2)[CH:7]=1. (3) Given the reactants [C:1]([CH:3]([N:5]1[C:11]2[CH:12]=[CH:13][CH:14]=[CH:15][C:10]=2[CH2:9][CH2:8][C:7]2[CH:16]=[C:17]([CH2:20][N:21]3[C:25]4=[N:26][C:27]([CH3:31])=[CH:28][C:29]([CH3:30])=[C:24]4[N:23]=[C:22]3[CH2:32][CH3:33])[CH:18]=[CH:19][C:6]1=2)[CH3:4])#[N:2].C[Si]([N:38]=[N+:39]=[N-:40])(C)C.C([Sn](=O)CCCC)CCC, predict the reaction product. The product is: [CH2:32]([C:22]1[N:21]([CH2:20][C:17]2[CH:18]=[CH:19][C:6]3[N:5]([CH:3]([C:1]4[NH:40][N:39]=[N:38][N:2]=4)[CH3:4])[C:11]4[CH:12]=[CH:13][CH:14]=[CH:15][C:10]=4[CH2:9][CH2:8][C:7]=3[CH:16]=2)[C:25]2=[N:26][C:27]([CH3:31])=[CH:28][C:29]([CH3:30])=[C:24]2[N:23]=1)[CH3:33]. (4) Given the reactants [CH:1]1[CH:2]=[CH:3][N:4]2[CH2:10][C:9]3[CH:11]=[CH:12][CH:13]=[CH:14][C:8]=3[N:7]([C:15]([C:17]3[CH:22]=[CH:21][C:20](B4OC(C)(C)C(C)(C)O4)=[C:19]([CH3:32])[CH:18]=3)=[O:16])[CH2:6][C:5]=12.FC(F)(F)S(O[C:39]1[C:48]2[C:43](=[CH:44][CH:45]=[CH:46][CH:47]=2)[CH2:42][CH2:41][CH:40]=1)(=O)=O.[C:51](=[O:54])([O-])[O-].[Na+].[Na+].C(O[CH2:61][CH3:62])(=O)C, predict the reaction product. The product is: [C:39]1([C:20]2[CH:21]=[CH:22][C:17]([C:15]([N:7]3[C:8]4[CH:14]=[CH:13][CH:12]=[CH:11][C:9]=4[CH2:10][N:4]4[C:3]([C:51]([N:7]5[CH2:62][CH2:61][N:4]([CH3:3])[CH2:5][CH2:6]5)=[O:54])=[CH:2][CH:1]=[C:5]4[CH2:6]3)=[O:16])=[CH:18][C:19]=2[CH3:32])[C:48]2[C:43](=[CH:44][CH:45]=[CH:46][CH:47]=2)[CH2:42][CH2:41][CH:40]=1. (5) The product is: [CH:29]1([S:33]([NH:1][C:2]2[CH:3]=[C:4]([C:8]3[C:9]([C:14]([N:16]4[CH2:17][CH2:18][N:19]([C:22]([O:24][C:25]([CH3:28])([CH3:27])[CH3:26])=[O:23])[CH2:20][CH2:21]4)=[O:15])=[CH:10][CH:11]=[CH:12][CH:13]=3)[CH:5]=[CH:6][CH:7]=2)(=[O:35])=[O:34])[CH2:32][CH2:31][CH2:30]1. Given the reactants [NH2:1][C:2]1[CH:3]=[C:4]([C:8]2[C:9]([C:14]([N:16]3[CH2:21][CH2:20][N:19]([C:22]([O:24][C:25]([CH3:28])([CH3:27])[CH3:26])=[O:23])[CH2:18][CH2:17]3)=[O:15])=[CH:10][CH:11]=[CH:12][CH:13]=2)[CH:5]=[CH:6][CH:7]=1.[CH:29]1([S:33](Cl)(=[O:35])=[O:34])[CH2:32][CH2:31][CH2:30]1, predict the reaction product. (6) Given the reactants [Cl:1][C:2]1[CH:3]=[C:4]2[C:8](=[CH:9][CH:10]=1)[NH:7][CH:6]=[CH:5]2.[Cl-].[CH3:12][C:13]1[CH:22]=[CH:21][CH:20]=[CH:19][C:14]=1[CH:15]=[N+:16]([CH3:18])[CH3:17].CC1C=CC=CC=1C=O.CNC, predict the reaction product. The product is: [Cl:1][C:2]1[CH:3]=[C:4]2[C:8](=[CH:9][CH:10]=1)[NH:7][CH:6]=[C:5]2[CH:15]([N:16]([CH3:17])[CH3:18])[C:14]1[CH:19]=[CH:20][CH:21]=[CH:22][C:13]=1[CH3:12].